Dataset: Forward reaction prediction with 1.9M reactions from USPTO patents (1976-2016). Task: Predict the product of the given reaction. (1) Given the reactants [C:1]1([C:7]#[CH:8])[CH:6]=[CH:5][CH:4]=[CH:3][CH:2]=1.[N:9]([Si](C)(C)C)=[N+:10]=[N-:11], predict the reaction product. The product is: [C:1]1([C:7]2[N:9]=[N:10][NH:11][CH:8]=2)[CH:6]=[CH:5][CH:4]=[CH:3][CH:2]=1. (2) Given the reactants [OH:1][C@:2]1([CH3:20])[C:7]2([CH2:9][CH2:8]2)[O:6][C@@H:5]([C:10]2[CH:15]=[CH:14][N:13]=[CH:12][C:11]=2[N+:16]([O-:18])=[O:17])[CH2:4][C:3]1=O.[CH2:21]([NH2:28])[C:22]1[CH:27]=[CH:26][CH:25]=[CH:24][CH:23]=1.[Li+].[BH4-], predict the reaction product. The product is: [CH2:21]([NH:28][CH:3]1[C@:2]([CH3:20])([OH:1])[C:7]2([CH2:9][CH2:8]2)[O:6][C@@H:5]([C:10]2[CH:15]=[CH:14][N:13]=[CH:12][C:11]=2[N+:16]([O-:18])=[O:17])[CH2:4]1)[C:22]1[CH:27]=[CH:26][CH:25]=[CH:24][CH:23]=1. (3) Given the reactants [H-].[Na+].C(OP([CH2:11][C:12]([O:14][CH2:15][CH3:16])=[O:13])(OCC)=O)C.[Br:17][C:18]1[CH:19]=[C:20]([C:28]([C:30]2[O:31][C:32]([CH3:35])=[N:33][N:34]=2)=O)[CH:21]=[C:22]([C:24]([F:27])([F:26])[F:25])[CH:23]=1.Cl, predict the reaction product. The product is: [CH2:15]([O:14][C:12](=[O:13])/[CH:11]=[C:28](/[C:20]1[CH:21]=[C:22]([C:24]([F:27])([F:26])[F:25])[CH:23]=[C:18]([Br:17])[CH:19]=1)\[C:30]1[O:31][C:32]([CH3:35])=[N:33][N:34]=1)[CH3:16]. (4) Given the reactants [CH3:1][O:2][C:3]([C:5]12[CH2:14][CH:9]3[CH2:10][CH:11]([CH2:13][CH:7]([CH:8]3[NH:15][C:16](=[O:28])[C:17]([NH:20]C(OC(C)(C)C)=O)([CH3:19])[CH3:18])[CH2:6]1)[CH2:12]2)=[O:4].O1CCOCC1.[ClH:35], predict the reaction product. The product is: [ClH:35].[CH3:1][O:2][C:3]([C:5]12[CH2:14][CH:9]3[CH2:10][CH:11]([CH2:13][CH:7]([CH:8]3[NH:15][C:16](=[O:28])[C:17]([NH2:20])([CH3:19])[CH3:18])[CH2:6]1)[CH2:12]2)=[O:4]. (5) Given the reactants [F:1][C:2]1[CH:9]=[C:8](F)[C:7]([N+:11]([O-])=O)=[CH:6][C:3]=1[C:4]#[N:5].[NH4+:14].[OH-], predict the reaction product. The product is: [NH2:14][C:8]1[C:7]([NH2:11])=[CH:6][C:3]([C:4]#[N:5])=[C:2]([F:1])[CH:9]=1. (6) Given the reactants [Br:1][C:2]1[N:3]=[N:4][C:5](Br)=[CH:6][CH:7]=1.[F:9][C:10]1[CH:15]=[CH:14][CH:13]=[CH:12][C:11]=1B(O)O.C(=O)([O-])[O-].[Na+].[Na+], predict the reaction product. The product is: [Br:1][C:2]1[N:3]=[N:4][C:5]([C:11]2[CH:12]=[CH:13][CH:14]=[CH:15][C:10]=2[F:9])=[CH:6][CH:7]=1. (7) Given the reactants S(Cl)([Cl:3])=O.[Cl:5][C:6]1[C:10]([CH3:11])=[CH:9][S:8][C:7]=1[CH2:12]O.C(=O)([O-])O.[Na+], predict the reaction product. The product is: [Cl:5][C:6]1[C:10]([CH3:11])=[CH:9][S:8][C:7]=1[CH2:12][Cl:3].